This data is from Full USPTO retrosynthesis dataset with 1.9M reactions from patents (1976-2016). The task is: Predict the reactants needed to synthesize the given product. Given the product [OH:59][C:52]1[C:51]([CH2:50][NH:49][C:4](=[O:6])[C:3]2[CH:7]=[CH:8][C:9]([O:11][C:12]3[CH:17]=[CH:16][CH:15]=[CH:14][CH:13]=3)=[CH:10][C:2]=2[CH3:1])=[C:56]([CH3:57])[CH:55]=[C:54]([CH3:58])[N:53]=1, predict the reactants needed to synthesize it. The reactants are: [CH3:1][C:2]1[CH:10]=[C:9]([O:11][C:12]2[CH:17]=[CH:16][CH:15]=[CH:14][CH:13]=2)[CH:8]=[CH:7][C:3]=1[C:4]([OH:6])=O.CN(C(ON1N=NC2C=CC=NC1=2)=[N+](C)C)C.F[P-](F)(F)(F)(F)F.C(N(CC)CC)C.[NH2:49][CH2:50][C:51]1[C:52]([OH:59])=[N:53][C:54]([CH3:58])=[CH:55][C:56]=1[CH3:57].